This data is from Reaction yield outcomes from USPTO patents with 853,638 reactions. The task is: Predict the reaction yield, written as a fraction of the theoretical maximum amount of product (1.0 means a 100% yield; for example, 0.34 means a 34% yield). (1) The reactants are [Cl:1][C:2]1[CH:3]=[C:4]([CH2:14][C:15]2[O:19][C:18]([C:20]3[NH:24][C:23]4[CH:25]=[CH:26][C:27]([CH:29]=O)=[CH:28][C:22]=4[N:21]=3)=[CH:17][CH:16]=2)[C:5]2[O:9][C:8]([CH:10]([CH3:12])[CH3:11])=[CH:7][C:6]=2[CH:13]=1.[CH3:31][NH2:32].C(O[BH-](OC(=O)C)OC(=O)C)(=O)C.[Na+].C(OCC)(=O)C. The catalyst is O1CCCC1.C(O)C.[Cl-].[Na+].O. The product is [ClH:1].[Cl:1][C:2]1[CH:3]=[C:4]([CH2:14][C:15]2[O:19][C:18]([C:20]3[NH:24][C:23]4[CH:25]=[CH:26][C:27]([CH2:29][NH:32][CH3:31])=[CH:28][C:22]=4[N:21]=3)=[CH:17][CH:16]=2)[C:5]2[O:9][C:8]([CH:10]([CH3:12])[CH3:11])=[CH:7][C:6]=2[CH:13]=1. The yield is 0.0900. (2) The reactants are [Cl:1][C:2]1[CH:3]=[C:4]([CH:43]=[CH:44][CH:45]=1)[CH2:5][C:6]1[C:14]2[C:9](=[N:10][CH:11]=[C:12]([C:15]3[CH:20]=[CH:19][C:18]([NH:21][C:22]([N:24]4[CH2:29][CH2:28][O:27][CH2:26][CH2:25]4)=[O:23])=[C:17]([C:30](=[O:34])[N:31]([CH3:33])[CH3:32])[CH:16]=3)[CH:13]=2)[N:8](COC(=O)C(C)(C)C)[N:7]=1.[OH-].[Na+]. The catalyst is O1CCCC1.CO. The product is [Cl:1][C:2]1[CH:3]=[C:4]([CH:43]=[CH:44][CH:45]=1)[CH2:5][C:6]1[C:14]2[C:9](=[N:10][CH:11]=[C:12]([C:15]3[CH:20]=[CH:19][C:18]([NH:21][C:22]([N:24]4[CH2:25][CH2:26][O:27][CH2:28][CH2:29]4)=[O:23])=[C:17]([C:30](=[O:34])[N:31]([CH3:32])[CH3:33])[CH:16]=3)[CH:13]=2)[NH:8][N:7]=1. The yield is 0.120. (3) The reactants are [H-].C([Al+]CC(C)C)C(C)C.[CH2:11]1[C:20]2[C:15](=[CH:16][CH:17]=[CH:18][CH:19]=2)[CH2:14][CH2:13][N:12]1[C:21]1[N:22]=[C:23]([C:32]#N)[CH:24]=[C:25]2[C:29]([CH3:30])=[C:28]([CH3:31])[NH:27][C:26]=12.[OH2:34].[OH-].[Na+]. The catalyst is O1CCCC1.C(OCC)C. The product is [CH2:11]1[C:20]2[C:15](=[CH:16][CH:17]=[CH:18][CH:19]=2)[CH2:14][CH2:13][N:12]1[C:21]1[N:22]=[C:23]([CH:32]=[O:34])[CH:24]=[C:25]2[C:29]([CH3:30])=[C:28]([CH3:31])[NH:27][C:26]=12. The yield is 0.160. (4) The reactants are C[N:2]([CH:4]=[C:5]1[CH2:11][CH2:10][CH2:9][C:8]2[CH:12]=[C:13]([N:16]3[CH2:20][C@H:19]([CH2:21][O:22][C:23]4[CH:27]=[CH:26][O:25][N:24]=4)[O:18][C:17]3=[O:28])[CH:14]=[CH:15][C:7]=2[C:6]1=O)C.O.[NH2:31]N. The catalyst is C(O)C. The product is [O:25]1[CH:26]=[CH:27][C:23]([O:22][CH2:21][C@@H:19]2[O:18][C:17](=[O:28])[N:16]([C:13]3[CH:14]=[CH:15][C:7]4[C:6]5[NH:31][N:2]=[CH:4][C:5]=5[CH2:11][CH2:10][CH2:9][C:8]=4[CH:12]=3)[CH2:20]2)=[N:24]1. The yield is 0.500. (5) The reactants are [CH2:1]([O:4][C:5]1[C:6]([CH2:38][CH3:39])=[C:7]([CH2:27][C:28]([N:30]([CH2:35][CH2:36][OH:37])[CH2:31][CH2:32][O:33][CH3:34])=[O:29])[C:8]([C:15](=[O:26])[C:16]2[CH:21]=[CH:20][C:19]([S:22]([CH3:25])(=[O:24])=[O:23])=[CH:18][CH:17]=2)=[C:9]([O:11][CH2:12][CH:13]=[CH2:14])[CH:10]=1)[CH:2]=[CH2:3].[H-].[Na+].[CH3:42]I.[Cl-].[NH4+]. The catalyst is CN(C)C=O. The product is [CH2:1]([O:4][C:5]1[C:6]([CH2:38][CH3:39])=[C:7]([CH2:27][C:28]([N:30]([CH2:35][CH2:36][O:37][CH3:42])[CH2:31][CH2:32][O:33][CH3:34])=[O:29])[C:8]([C:15](=[O:26])[C:16]2[CH:17]=[CH:18][C:19]([S:22]([CH3:25])(=[O:23])=[O:24])=[CH:20][CH:21]=2)=[C:9]([O:11][CH2:12][CH:13]=[CH2:14])[CH:10]=1)[CH:2]=[CH2:3]. The yield is 0.210. (6) The reactants are [Cl:1][C:2]1[CH:7]=[C:6]([N+:8]([O-:10])=[O:9])[CH:5]=[CH:4][C:3]=1[OH:11].[C:12](=[O:15])([O-])[O-].[K+].[K+].[F:18][C:19]1[CH:20]=[C:21]([CH:24]=[CH:25][CH:26]=1)CBr. The catalyst is CC#N. The product is [Cl:1][C:2]1[CH:7]=[C:6]([N+:8]([O-:10])=[O:9])[CH:5]=[CH:4][C:3]=1[O:11][C:12](=[O:15])[C:25]1[CH:24]=[CH:21][CH:20]=[C:19]([F:18])[CH:26]=1. The yield is 0.940. (7) The reactants are [CH2:1]([O:5][C:6]1[C:15]2[C:10](=[CH:11][C:12]([F:16])=[CH:13][CH:14]=2)[C:9](=[O:17])[N:8]([CH2:18][C:19]([CH3:22])([CH3:21])[CH3:20])[C:7]=1[CH2:23][N:24]1C(=O)C2C(=CC=CC=2)C1=O)[CH2:2][CH2:3][CH3:4].O.NN.C(=O)([O-])O.[Na+].[C:51](O[C:51]([O:53][C:54]([CH3:57])([CH3:56])[CH3:55])=[O:52])([O:53][C:54]([CH3:57])([CH3:56])[CH3:55])=[O:52]. The catalyst is C(O)C.O. The product is [CH2:1]([O:5][C:6]1[C:15]2[C:10](=[CH:11][C:12]([F:16])=[CH:13][CH:14]=2)[C:9](=[O:17])[N:8]([CH2:18][C:19]([CH3:22])([CH3:21])[CH3:20])[C:7]=1[CH2:23][NH:24][C:51](=[O:52])[O:53][C:54]([CH3:55])([CH3:56])[CH3:57])[CH2:2][CH2:3][CH3:4]. The yield is 0.889.